This data is from Full USPTO retrosynthesis dataset with 1.9M reactions from patents (1976-2016). The task is: Predict the reactants needed to synthesize the given product. (1) Given the product [OH:23][C@@H:19]1[CH2:20][CH2:21][CH2:22][N:17]([C:9]([O:11][C:12]([CH3:13])([CH3:14])[CH3:15])=[O:10])[CH2:18]1, predict the reactants needed to synthesize it. The reactants are: [C:12]([O:11][C:9](O[C:9]([O:11][C:12]([CH3:15])([CH3:14])[CH3:13])=[O:10])=[O:10])([CH3:15])([CH3:14])[CH3:13].Cl.[NH:17]1[CH2:22][CH2:21][CH2:20][C@@H:19]([OH:23])[CH2:18]1.C(N(CC)CC)C. (2) Given the product [CH3:9][O:10][C:11]1[CH:36]=[C:35]([O:37][CH3:38])[CH:34]=[CH:33][C:12]=1[CH2:13][N:14]1[C:15](=[O:32])[C@@H:16]([NH:21][C:22](=[O:31])[O:23][CH2:24][C:25]2[CH:26]=[CH:27][CH:28]=[CH:29][CH:30]=2)[C@H:17]1[CH2:18]/[CH:19]=[N:2]/[OH:3], predict the reactants needed to synthesize it. The reactants are: Cl.[NH2:2][OH:3].C(=O)(O)[O-].[Na+].[CH3:9][O:10][C:11]1[CH:36]=[C:35]([O:37][CH3:38])[CH:34]=[CH:33][C:12]=1[CH2:13][N:14]1[C@H:17]([CH2:18][CH:19]=O)[C@H:16]([NH:21][C:22](=[O:31])[O:23][CH2:24][C:25]2[CH:30]=[CH:29][CH:28]=[CH:27][CH:26]=2)[C:15]1=[O:32]. (3) Given the product [Br:36][C:34]1[CH:35]=[C:27]2[C:28](=[CH:32][CH:33]=1)[C:29](=[O:30])[N:5]([CH2:6][C:7]1[CH:8]=[CH:9][C:10]([S:13]([NH2:16])(=[O:14])=[O:15])=[CH:11][CH:12]=1)[C:4]([C:3](=[O:2])[CH2:17][CH3:18])=[C:19]2[C:20]1[CH:25]=[CH:24][CH:23]=[CH:22][CH:21]=1, predict the reactants needed to synthesize it. The reactants are: Cl.[OH:2][CH:3]([CH2:17][CH3:18])[CH2:4][NH:5][CH2:6][C:7]1[CH:12]=[CH:11][C:10]([S:13]([NH2:16])(=[O:15])=[O:14])=[CH:9][CH:8]=1.[C:19]([C:27]1[CH:35]=[C:34]([Br:36])[CH:33]=[CH:32][C:28]=1[C:29](O)=[O:30])(=O)[C:20]1[CH:25]=[CH:24][CH:23]=[CH:22][CH:21]=1.ON1C2C=CC=CC=2N=N1.CCN=C=NCCCN(C)C. (4) Given the product [CH:1]1[C:2]([CH2:10][C@@H:11]([NH2:28])[CH2:12][C:13]([N:15]2[CH2:27][C:19]3=[N:20][N:21]=[C:22]([C:23]([F:26])([F:25])[F:24])[N:18]3[CH2:17][CH2:16]2)=[O:14])=[C:3]([F:9])[CH:4]=[C:5]([F:8])[C:6]=1[F:7], predict the reactants needed to synthesize it. The reactants are: [CH:1]1[C:2]([CH2:10][C@@H:11]([NH2:28])[CH2:12][C:13]([N:15]2[CH2:27][C:19]3=[N:20][N:21]=[C:22]([C:23]([F:26])([F:25])[F:24])[N:18]3[CH2:17][CH2:16]2)=[O:14])=[C:3]([F:9])[CH:4]=[C:5]([F:8])[C:6]=1[F:7].C([O-])(=O)C(C)O. (5) Given the product [C:1](#[N:2])[CH3:3].[OH2:17].[C:12]([OH:17])([C:13]([F:16])([F:15])[F:14])=[O:32].[CH3:30][N:7]1[CH2:6][CH2:5][C:4]([CH2:3][C:1]#[N:2])([CH2:10][NH:11][C@@H:18]2[CH2:20][C@H:19]2[C:21]2[CH:26]=[CH:25][CH:24]=[CH:23][CH:22]=2)[CH2:9][CH2:8]1.[C:12]([OH:17])([C:13]([F:16])([F:15])[F:14])=[O:32], predict the reactants needed to synthesize it. The reactants are: [C:1]([CH2:3][C:4]1([CH2:10][N:11]([C@@H:18]2[CH2:20][C@H:19]2[C:21]2[CH:26]=[CH:25][CH:24]=[CH:23][CH:22]=2)[C:12](=[O:17])[C:13]([F:16])([F:15])[F:14])[CH2:9][CH2:8][NH:7][CH2:6][CH2:5]1)#[N:2].C=O.O.[C:30](O[BH-](OC(=O)C)OC(=O)C)(=[O:32])C.[Na+].